Dataset: Full USPTO retrosynthesis dataset with 1.9M reactions from patents (1976-2016). Task: Predict the reactants needed to synthesize the given product. (1) Given the product [CH3:22][C:21]1[C:16]([N:13]2[CH2:14][CH2:15][N:10]([C:8]([C:5]3[CH:4]=[CH:3][C:2]([N:30]4[CH:26]([CH2:24][CH3:25])[C:27](=[O:33])[N:28]([CH3:32])[C:29]4=[O:31])=[N:7][CH:6]=3)=[O:9])[CH2:11][CH2:12]2)=[N:17][CH:18]=[C:19]([CH3:23])[CH:20]=1, predict the reactants needed to synthesize it. The reactants are: Br[C:2]1[N:7]=[CH:6][C:5]([C:8]([N:10]2[CH2:15][CH2:14][N:13]([C:16]3[C:21]([CH3:22])=[CH:20][C:19]([CH3:23])=[CH:18][N:17]=3)[CH2:12][CH2:11]2)=[O:9])=[CH:4][CH:3]=1.[CH2:24]([CH:26]1[NH:30][C:29](=[O:31])[N:28]([CH3:32])[C:27]1=[O:33])[CH3:25]. (2) The reactants are: Br[C:2]1[CH:3]=[C:4]([C:7]2[CH:12]=[CH:11][CH:10]=[C:9]([O:13][CH3:14])[CH:8]=2)[S:5][CH:6]=1.[CH3:15][O:16][C:17]1[CH:18]=[C:19](B(O)O)[CH:20]=[CH:21][CH:22]=1. Given the product [CH3:14][O:13][C:9]1[CH:8]=[C:7]([C:4]2[S:5][CH:6]=[C:2]([C:21]3[CH:20]=[CH:19][CH:18]=[C:17]([O:16][CH3:15])[CH:22]=3)[CH:3]=2)[CH:12]=[CH:11][CH:10]=1, predict the reactants needed to synthesize it. (3) Given the product [Cl:36][C:37]1[C:38]2[C:48]([F:49])=[CH:47][CH:46]=[C:45]([F:50])[C:39]=2[S:40][C:41]=1[C:42]([N:20]([CH2:19][C:4]1[CH:5]=[C:6]([C:9]2[CH:10]=[CH:11][C:12]([S:15](=[O:17])(=[O:18])[NH2:16])=[CH:13][CH:14]=2)[CH:7]=[CH:8][C:3]=1[O:2][CH3:1])[CH:21]1[CH2:22][CH2:23][CH:24]([N:27]([CH3:35])[C:28](=[O:34])[O:29][C:30]([CH3:32])([CH3:31])[CH3:33])[CH2:25][CH2:26]1)=[O:43], predict the reactants needed to synthesize it. The reactants are: [CH3:1][O:2][C:3]1[CH:8]=[CH:7][C:6]([C:9]2[CH:14]=[CH:13][C:12]([S:15](=[O:18])(=[O:17])[NH2:16])=[CH:11][CH:10]=2)=[CH:5][C:4]=1[CH2:19][NH:20][CH:21]1[CH2:26][CH2:25][CH:24]([N:27]([CH3:35])[C:28](=[O:34])[O:29][C:30]([CH3:33])([CH3:32])[CH3:31])[CH2:23][CH2:22]1.[Cl:36][C:37]1[C:38]2[C:48]([F:49])=[CH:47][CH:46]=[C:45]([F:50])[C:39]=2[S:40][C:41]=1[C:42](Cl)=[O:43]. (4) Given the product [NH:13]1[C:14]2[C:10](=[CH:9][C:8]([O:7][CH:4]3[CH2:3][CH2:2][N:1]([CH2:18][CH2:19][OH:20])[CH2:6][CH2:5]3)=[CH:16][CH:15]=2)[CH:11]=[N:12]1, predict the reactants needed to synthesize it. The reactants are: [NH:1]1[CH2:6][CH2:5][CH:4]([O:7][C:8]2[CH:9]=[C:10]3[C:14](=[CH:15][CH:16]=2)[NH:13][N:12]=[CH:11]3)[CH2:3][CH2:2]1.Br[CH2:18][CH2:19][OH:20].C(=O)([O-])[O-].[K+].[K+].